This data is from Reaction yield outcomes from USPTO patents with 853,638 reactions. The task is: Predict the reaction yield, written as a fraction of the theoretical maximum amount of product (1.0 means a 100% yield; for example, 0.34 means a 34% yield). (1) The reactants are [OH:1][C@@H:2]([C:4]1[CH:13]=[CH:12][C:7]([C:8]([O:10][CH3:11])=[O:9])=[CH:6][CH:5]=1)[CH3:3].[C:14]1(O)[CH:19]=[CH:18][CH:17]=[CH:16][CH:15]=1.C1(P(C2C=CC=CC=2)C2C=CC=CC=2)C=CC=CC=1.N(C(OC(C)C)=O)=NC(OC(C)C)=O. The catalyst is O1CCCC1.O. The product is [O:1]([C@H:2]([C:4]1[CH:13]=[CH:12][C:7]([C:8]([O:10][CH3:11])=[O:9])=[CH:6][CH:5]=1)[CH3:3])[C:14]1[CH:19]=[CH:18][CH:17]=[CH:16][CH:15]=1. The yield is 0.540. (2) The reactants are [NH2:1][C:2]1[CH:7]=[CH:6][C:5]([OH:8])=[CH:4][CH:3]=1.Cl[C:10]1[CH:15]=[CH:14][N:13]=[C:12]([C:16]#[N:17])[CH:11]=1. The catalyst is CN(C)C(=O)C. The product is [NH2:1][C:2]1[CH:7]=[CH:6][C:5]([O:8][C:10]2[CH:15]=[CH:14][N:13]=[C:12]([C:16]#[N:17])[CH:11]=2)=[CH:4][CH:3]=1. The yield is 0.250. (3) The reactants are I[CH2:2][C@@H:3]([CH3:16])[CH2:4][N:5]1[C:10]2[CH:11]=[CH:12][CH:13]=[CH:14][C:9]=2[O:8][CH2:7][C:6]1=[O:15].[CH2:17]([CH:22]1[CH2:28][CH:27]2[NH:29][CH:24]([CH2:25][CH2:26]2)[CH2:23]1)[CH2:18][CH2:19][CH2:20][CH3:21]. The catalyst is CCN(CC)CC. The product is [CH3:16][C@H:3]([CH2:2][N:29]1[CH:24]2[CH2:25][CH2:26][CH:27]1[CH2:28][CH:22]([CH2:17][CH2:18][CH2:19][CH2:20][CH3:21])[CH2:23]2)[CH2:4][N:5]1[C:10]2[CH:11]=[CH:12][CH:13]=[CH:14][C:9]=2[O:8][CH2:7][C:6]1=[O:15]. The yield is 0.630. (4) The reactants are [F:1][C:2]1[CH:3]=[C:4]([CH:8]=[CH:9][C:10]=1[F:11])[C:5](Cl)=[O:6].[NH2:12][C@@H:13]1[CH2:18][CH2:17][CH2:16][N:15](C(OC(C)(C)C)=O)[CH2:14]1.CCN(C(C)C)C(C)C.C(O)C(N)(CO)CO. The catalyst is ClCCl. The product is [F:1][C:2]1[CH:3]=[C:4]([CH:8]=[CH:9][C:10]=1[F:11])[C:5]([NH:12][C@@H:13]1[CH2:18][CH2:17][CH2:16][NH:15][CH2:14]1)=[O:6]. The yield is 0.641. (5) The reactants are [F:1][C:2]([F:23])([F:22])[C:3]1[CH:4]=[C:5]([CH2:20]O)[CH:6]=[CH:7][C:8]=1[O:9][C:10]1[CH:15]=[CH:14][CH:13]=[C:12]([C:16]([F:19])([F:18])[F:17])[CH:11]=1.S(Cl)([Cl:26])=O. The catalyst is C(Cl)Cl. The product is [Cl:26][CH2:20][C:5]1[CH:6]=[CH:7][C:8]([O:9][C:10]2[CH:15]=[CH:14][CH:13]=[C:12]([C:16]([F:19])([F:18])[F:17])[CH:11]=2)=[C:3]([C:2]([F:23])([F:22])[F:1])[CH:4]=1. The yield is 1.09.